The task is: Predict the product of the given reaction.. This data is from Forward reaction prediction with 1.9M reactions from USPTO patents (1976-2016). (1) The product is: [CH2:8]([O:15][CH2:16][N:17]1[C:21]2[CH:22]=[N:23][NH:24][C:25](=[O:26])[C:20]=2[C:19]([CH:27]([CH3:29])[CH3:28])=[CH:18]1)[C:9]1[CH:14]=[CH:13][CH:12]=[CH:11][CH:10]=1. Given the reactants C([SiH](CC)CC)C.[CH2:8]([O:15][CH2:16][N:17]1[C:21]2[CH:22]=[N:23][NH:24][C:25](=[O:26])[C:20]=2[C:19]([C:27](O)([CH3:29])[CH3:28])=[CH:18]1)[C:9]1[CH:14]=[CH:13][CH:12]=[CH:11][CH:10]=1.C(=O)([O-])O.[Na+], predict the reaction product. (2) Given the reactants [F:1][C:2]1[C:7]2=[N:8][O:9][C:10]([CH3:11])=[C:6]2[CH:5]=[C:4]([C:12]([O:14]C)=[O:13])[C:3]=1[NH:16][C:17]1[CH:22]=[CH:21][C:20]([I:23])=[CH:19][C:18]=1[F:24].[Li+].[OH-], predict the reaction product. The product is: [F:1][C:2]1[C:7]2=[N:8][O:9][C:10]([CH3:11])=[C:6]2[CH:5]=[C:4]([C:12]([OH:14])=[O:13])[C:3]=1[NH:16][C:17]1[CH:22]=[CH:21][C:20]([I:23])=[CH:19][C:18]=1[F:24]. (3) Given the reactants CS(O)(=O)=O.[NH2:6][CH2:7][C:8]1[CH:9]=[C:10]2[C:14](=[CH:15][CH:16]=1)[C:13](=[O:17])[N:12]([CH:18]1[CH2:23][CH2:22][C:21](=[O:24])[NH:20][C:19]1=[O:25])[CH2:11]2.[C:26]1([CH3:35])[CH:31]=[CH:30][C:29]([N:32]=[C:33]=[O:34])=[CH:28][CH:27]=1.Cl, predict the reaction product. The product is: [O:25]=[C:19]1[CH:18]([N:12]2[CH2:11][C:10]3[C:14](=[CH:15][CH:16]=[C:8]([CH2:7][NH:6][C:33]([NH:32][C:29]4[CH:30]=[CH:31][C:26]([CH3:35])=[CH:27][CH:28]=4)=[O:34])[CH:9]=3)[C:13]2=[O:17])[CH2:23][CH2:22][C:21](=[O:24])[NH:20]1. (4) Given the reactants [CH3:1][O:2][C:3](=[O:13])[C@@H:4]([NH2:12])[CH2:5][CH:6]1[CH2:11][CH2:10][CH2:9][CH2:8][CH2:7]1.C(N(CC)C(C)C)(C)C.C([O:25][C:26](=O)/[CH:27]=[C:28](/[O:31][C:32]1[CH:37]=[CH:36][CH:35]=[CH:34][C:33]=1[O:38][CH2:39][C:40]1[CH:45]=[CH:44][CH:43]=[CH:42][CH:41]=1)\[CH2:29]Br)C, predict the reaction product. The product is: [CH3:1][O:2][C:3](=[O:13])[C@@H:4]([N:12]1[CH2:29][C:28]([O:31][C:32]2[CH:37]=[CH:36][CH:35]=[CH:34][C:33]=2[O:38][CH2:39][C:40]2[CH:41]=[CH:42][CH:43]=[CH:44][CH:45]=2)=[CH:27][C:26]1=[O:25])[CH2:5][CH:6]1[CH2:11][CH2:10][CH2:9][CH2:8][CH2:7]1.